This data is from Full USPTO retrosynthesis dataset with 1.9M reactions from patents (1976-2016). The task is: Predict the reactants needed to synthesize the given product. (1) The reactants are: [F:1][C:2]1[CH:3]=[CH:4][C:5]2[N:6]([CH:31]=1)[C:7](=[O:30])[C:8]([C:24]1[CH:29]=[CH:28][CH:27]=[CH:26][N:25]=1)=[C:9]([CH:11]([N:13]1C(=O)C3C(=CC=CC=3)C1=O)[CH3:12])[N:10]=2.O.NN. Given the product [NH2:13][CH:11]([C:9]1[N:10]=[C:5]2[CH:4]=[CH:3][C:2]([F:1])=[CH:31][N:6]2[C:7](=[O:30])[C:8]=1[C:24]1[CH:29]=[CH:28][CH:27]=[CH:26][N:25]=1)[CH3:12], predict the reactants needed to synthesize it. (2) Given the product [C:8]([C:7]1[CH:6]=[C:5]([F:13])[C:4]([CH2:3][NH:2][C:25](=[O:26])[CH:24]([C:16]2[C:15]([F:14])=[CH:20][C:19]([O:21][CH3:22])=[CH:18][C:17]=2[F:23])[O:28][CH2:29][CH3:30])=[C:11]([F:12])[CH:10]=1)#[N:9], predict the reactants needed to synthesize it. The reactants are: Cl.[NH2:2][CH2:3][C:4]1[C:11]([F:12])=[CH:10][C:7]([C:8]#[N:9])=[CH:6][C:5]=1[F:13].[F:14][C:15]1[CH:20]=[C:19]([O:21][CH3:22])[CH:18]=[C:17]([F:23])[C:16]=1[CH:24]([O:28][CH2:29][CH3:30])[C:25](O)=[O:26]. (3) The reactants are: [Cl:1][C:2]1[CH:3]=[CH:4][C:5]([NH:8][C:9]2[CH:34]=[CH:33][C:12]([O:13][C:14]3[C:15]([CH:20]4[CH2:25][CH2:24][N:23]([C:26]([O:28]C(C)(C)C)=O)[CH2:22][CH2:21]4)=[N:16][CH:17]=[CH:18][N:19]=3)=[CH:11][CH:10]=2)=[N:6][CH:7]=1.F[C:36](F)(F)C(O)=O.C(OC(=O)C)(=O)C. Given the product [Cl:1][C:2]1[CH:3]=[CH:4][C:5]([NH:8][C:9]2[CH:34]=[CH:33][C:12]([O:13][C:14]3[C:15]([CH:20]4[CH2:25][CH2:24][N:23]([C:26](=[O:28])[CH3:36])[CH2:22][CH2:21]4)=[N:16][CH:17]=[CH:18][N:19]=3)=[CH:11][CH:10]=2)=[N:6][CH:7]=1, predict the reactants needed to synthesize it. (4) The reactants are: Br[C:2]1[CH:3]=[C:4]([CH:28]=[CH:29][CH:30]=1)[CH2:5][C@H:6]1[C@H:14]2[C@@H:10]([N:11]([CH2:16][C:17]3[CH:22]=[CH:21][CH:20]=[C:19]([CH:23]([CH3:25])[CH3:24])[CH:18]=3)[C:12](=[O:15])[O:13]2)[CH2:9][S:8](=[O:27])(=[O:26])[CH2:7]1.C(P(CCCC)C1C=CC2C(=CC=CC=2)C=1C1C2C(=CC=CC=2)C=CC=1)CCC.[CH2:60]([OH:63])[CH2:61][CH3:62]. Given the product [CH:23]([C:19]1[CH:18]=[C:17]([CH:22]=[CH:21][CH:20]=1)[CH2:16][N:11]1[C@@H:10]2[C@H:14]([C@H:6]([CH2:5][C:4]3[CH:28]=[CH:29][CH:30]=[C:2]([O:63][CH2:60][CH2:61][CH3:62])[CH:3]=3)[CH2:7][S:8](=[O:27])(=[O:26])[CH2:9]2)[O:13][C:12]1=[O:15])([CH3:25])[CH3:24], predict the reactants needed to synthesize it.